The task is: Predict the reaction yield, written as a fraction of the theoretical maximum amount of product (1.0 means a 100% yield; for example, 0.34 means a 34% yield).. This data is from Reaction yield outcomes from USPTO patents with 853,638 reactions. (1) The reactants are [Br:1][C:2]1[CH:3]=[C:4]([CH:6]=[CH:7][C:8]=1[Cl:9])[NH2:5].[BH3-][C:11]#N.[Na+].[CH3:14][C:15](O)=O. The catalyst is CO.CC(C)=O. The product is [Br:1][C:2]1[CH:3]=[C:4]([CH:6]=[CH:7][C:8]=1[Cl:9])[NH:5][CH:15]([CH3:14])[CH3:11]. The yield is 0.810. (2) The reactants are [CH3:1][C:2]1[NH:23][C:5]2=[C:6]([C:20]([NH2:22])=[O:21])[N:7]=[CH:8][C:9]([C:10]3[CH:19]=[CH:18][CH:17]=[C:16]4[C:11]=3[CH2:12][CH2:13][NH:14][CH2:15]4)=[C:4]2[C:3]=1[CH3:24].CCN(C(C)C)C(C)C.[C:34](Cl)(=[O:37])[CH:35]=[CH2:36]. The catalyst is O1CCCC1.ClCCl. The product is [C:34]([N:14]1[CH2:13][CH2:12][C:11]2[C:16](=[CH:17][CH:18]=[CH:19][C:10]=2[C:9]2[CH:8]=[N:7][C:6]([C:20]([NH2:22])=[O:21])=[C:5]3[NH:23][C:2]([CH3:1])=[C:3]([CH3:24])[C:4]=23)[CH2:15]1)(=[O:37])[CH:35]=[CH2:36]. The yield is 0.340.